This data is from Forward reaction prediction with 1.9M reactions from USPTO patents (1976-2016). The task is: Predict the product of the given reaction. (1) Given the reactants [H-].[Na+].[CH2:3]([OH:7])[C:4]#[C:5][CH3:6].Cl[C:9]1[N:14]=[CH:13][N:12]=[C:11]([N:15]2[C@H:20]([CH3:21])[CH2:19][CH2:18][CH2:17][C@@H:16]2[CH3:22])[CH:10]=1.[Cl-].[NH4+], predict the reaction product. The product is: [CH2:3]([O:7][C:9]1[CH:10]=[C:11]([N:15]2[C@H:16]([CH3:22])[CH2:17][CH2:18][CH2:19][C@@H:20]2[CH3:21])[N:12]=[CH:13][N:14]=1)[C:4]#[C:5][CH3:6]. (2) Given the reactants [BH4-].[Na+].[CH3:3][O:4][CH:5]([O:18][CH3:19])[CH2:6][CH2:7][O:8][C:9]1[CH:14]=[CH:13][C:12]([N+:15]([O-])=O)=[CH:11][CH:10]=1, predict the reaction product. The product is: [CH3:19][O:18][CH:5]([O:4][CH3:3])[CH2:6][CH2:7][O:8][C:9]1[CH:14]=[CH:13][C:12]([NH2:15])=[CH:11][CH:10]=1. (3) Given the reactants Cl.Cl.Cl.[CH:4]1([C:7]2[N:12]=[C:11]([C:13]3[CH:14]=[N:15][N:16]([C:18]4([CH2:22][C:23]#[N:24])[CH2:21][NH:20][CH2:19]4)[CH:17]=3)[N:10]3[CH:25]=[CH:26][N:27]=[C:9]3[CH:8]=2)[CH2:6][CH2:5]1.C(#N)C.FC(F)(F)S(O[CH2:37][C:38]([F:41])([F:40])[F:39])(=O)=O, predict the reaction product. The product is: [CH:4]1([C:7]2[N:12]=[C:11]([C:13]3[CH:14]=[N:15][N:16]([C:18]4([CH2:22][C:23]#[N:24])[CH2:21][N:20]([CH2:37][C:38]([F:41])([F:40])[F:39])[CH2:19]4)[CH:17]=3)[N:10]3[CH:25]=[CH:26][N:27]=[C:9]3[CH:8]=2)[CH2:6][CH2:5]1. (4) Given the reactants [O:1]=[S:2]1(=[O:33])[CH2:6][CH2:5][CH2:4][N:3]1[C:7]1[CH:8]=[C:9]2[C:13](=[CH:14][CH:15]=1)[NH:12][N:11]=[C:10]2[NH:16][C:17](=[O:32])[CH2:18][C:19]1[N:20]=[C:21]([NH:24]C(=O)OC(C)(C)C)[S:22][CH:23]=1.FC(F)(F)C(O)=O, predict the reaction product. The product is: [NH2:24][C:21]1[S:22][CH:23]=[C:19]([CH2:18][C:17]([NH:16][C:10]2[C:9]3[C:13](=[CH:14][CH:15]=[C:7]([N:3]4[CH2:4][CH2:5][CH2:6][S:2]4(=[O:33])=[O:1])[CH:8]=3)[NH:12][N:11]=2)=[O:32])[N:20]=1. (5) Given the reactants [F:1][C:2]1[CH:7]=[CH:6][CH:5]=[CH:4][C:3]=1[N:8]1[C:12]([C:13]2[CH:18]=[CH:17][N:16]=[CH:15][CH:14]=2)=[C:11]([C:19]2[O:23][N:22]=[C:21]([C:24]3[CH:31]=[CH:30][C:27]([CH:28]=O)=[CH:26][CH:25]=3)[N:20]=2)[N:10]=[N:9]1.[OH:32][CH:33]1[CH2:38][CH2:37][NH:36][CH2:35][CH2:34]1, predict the reaction product. The product is: [F:1][C:2]1[CH:7]=[CH:6][CH:5]=[CH:4][C:3]=1[N:8]1[C:12]([C:13]2[CH:14]=[CH:15][N:16]=[CH:17][CH:18]=2)=[C:11]([C:19]2[O:23][N:22]=[C:21]([C:24]3[CH:25]=[CH:26][C:27]([CH2:28][N:36]4[CH2:37][CH2:38][CH:33]([OH:32])[CH2:34][CH2:35]4)=[CH:30][CH:31]=3)[N:20]=2)[N:10]=[N:9]1. (6) Given the reactants [CH3:1][S:2][C:3](SC)=[C:4]([S:7]([C:10]1[CH:15]=[CH:14][CH:13]=[C:12]([C:16]([F:19])([F:18])[F:17])[CH:11]=1)(=[O:9])=[O:8])[C:5]#[N:6].[Cl:22][C:23]1[CH:28]=[C:27]([C:29]([F:32])([F:31])[F:30])[CH:26]=[C:25]([Cl:33])[C:24]=1[NH:34][NH2:35].O, predict the reaction product. The product is: [NH2:6][C:5]1[N:34]([C:24]2[C:23]([Cl:22])=[CH:28][C:27]([C:29]([F:30])([F:32])[F:31])=[CH:26][C:25]=2[Cl:33])[N:35]=[C:3]([S:2][CH3:1])[C:4]=1[S:7]([C:10]1[CH:15]=[CH:14][CH:13]=[C:12]([C:16]([F:18])([F:19])[F:17])[CH:11]=1)(=[O:9])=[O:8].